Task: Predict the product of the given reaction.. Dataset: Forward reaction prediction with 1.9M reactions from USPTO patents (1976-2016) (1) Given the reactants [N+:1]([C:4]1[CH:9]=[CH:8][C:7]([C:10]([CH:12]([C:14]2[CH:19]=[CH:18][CH:17]=[CH:16]C=2)O)=[O:11])=[CH:6][CH:5]=1)([O-:3])=[O:2], predict the reaction product. The product is: [OH:11][CH:10]([C:7]1[CH:6]=[CH:5][C:4]([N+:1]([O-:3])=[O:2])=[CH:9][CH:8]=1)[C:12]1[CH:14]=[CH:19][CH:18]=[CH:17][CH:16]=1. (2) The product is: [C:1]([NH:4][CH:5]([C:16]([OH:18])=[O:17])[CH2:6][C:7]1[C:15]2[C:10](=[CH:11][CH:12]=[CH:13][CH:14]=2)[NH:9][CH:8]=1)(=[O:3])[CH3:2]. Given the reactants [C:1]([NH:4][C@@H:5]([C:16]([OH:18])=[O:17])[CH2:6][C:7]1[C:15]2[C:10](=[CH:11][CH:12]=[CH:13][CH:14]=2)[NH:9][CH:8]=1)(=[O:3])[CH3:2], predict the reaction product. (3) Given the reactants [CH3:1][C:2]1[CH:10]=[C:9]([O:11][C:12]([F:15])([F:14])[F:13])[CH:8]=[CH:7][C:3]=1[C:4]([OH:6])=O.[CH2:16]([O:18][C:19](=[O:41])[C:20]([O:23][C:24]1[CH:29]=[CH:28][C:27]([O:30][C:31]2[CH:36]=[CH:35][CH:34]=[C:33]([CH2:37][NH2:38])[CH:32]=2)=[CH:26][C:25]=1[CH2:39]C)([CH3:22])[CH3:21])[CH3:17].C(N(CC)C(C)C)(C)C.CN(C=O)C, predict the reaction product. The product is: [CH2:16]([O:18][C:19](=[O:41])[C:20]([CH3:22])([O:23][C:24]1[CH:29]=[CH:28][C:27]([O:30][C:31]2[CH:36]=[CH:35][CH:34]=[C:33]([CH2:37][NH:38][C:4](=[O:6])[C:3]3[CH:7]=[CH:8][C:9]([O:11][C:12]([F:15])([F:14])[F:13])=[CH:10][C:2]=3[CH3:1])[CH:32]=2)=[CH:26][C:25]=1[CH3:39])[CH3:21])[CH3:17]. (4) Given the reactants [Br:1][C:2]1[CH:3]=[C:4]([CH2:7][NH2:8])[NH:5][CH:6]=1.N1([C:14](N2C=CN=C2)=[O:15])C=CN=C1.[H-].[Na+], predict the reaction product. The product is: [Br:1][C:2]1[CH:3]=[C:4]2[CH2:7][NH:8][C:14](=[O:15])[N:5]2[CH:6]=1.